Predict the product of the given reaction. From a dataset of Forward reaction prediction with 1.9M reactions from USPTO patents (1976-2016). (1) Given the reactants C(OC[O:5][CH:6]1[CH2:24][CH:23]2[N:8]([C:9](=[O:44])[N:10](CC3C=CC(OC)=CC=3)[CH2:11][CH2:12][CH2:13][CH2:14][CH2:15][CH:16]=[CH:17][CH:18]3[C:20]([C:26]([NH:28][S:29]([CH:32]4[CH2:34][CH2:33]4)(=[O:31])=[O:30])=[O:27])([NH:21][C:22]2=[O:25])[CH2:19]3)[CH2:7]1)C.Cl.C(=O)([O-])O.[Na+], predict the reaction product. The product is: [OH:5][CH:6]1[CH2:24][CH:23]2[N:8]([C:9](=[O:44])[NH:10][CH2:11][CH2:12][CH2:13][CH2:14][CH2:15][CH:16]=[CH:17][CH:18]3[C:20]([C:26]([NH:28][S:29]([CH:32]4[CH2:33][CH2:34]4)(=[O:31])=[O:30])=[O:27])([NH:21][C:22]2=[O:25])[CH2:19]3)[CH2:7]1. (2) Given the reactants [Br:1][C:2]1[C:3]([F:23])=[CH:4][C:5]2[O:11][CH2:10][CH2:9][N:8]3[C:12]([C:18]([O:20]C)=[O:19])=[C:13]([C:15](=[O:17])[NH2:16])[N:14]=[C:7]3[C:6]=2[CH:22]=1.[Li+].[OH-], predict the reaction product. The product is: [Br:1][C:2]1[C:3]([F:23])=[CH:4][C:5]2[O:11][CH2:10][CH2:9][N:8]3[C:12]([C:18]([OH:20])=[O:19])=[C:13]([C:15](=[O:17])[NH2:16])[N:14]=[C:7]3[C:6]=2[CH:22]=1. (3) Given the reactants [C:1]([C:4]1[CH:8]=[C:7]([C:9]([O:11][CH2:12][CH3:13])=[O:10])[NH:6][N:5]=1)(=[O:3])[CH3:2].[Cl:14][C:15]1[CH:16]=[CH:17][C:18]([CH3:24])=[C:19](B(O)O)[CH:20]=1.N1C=CC=CC=1, predict the reaction product. The product is: [C:1]([C:4]1[CH:8]=[C:7]([C:9]([O:11][CH2:12][CH3:13])=[O:10])[N:6]([C:17]2[CH:16]=[C:15]([Cl:14])[CH:20]=[CH:19][C:18]=2[CH3:24])[N:5]=1)(=[O:3])[CH3:2]. (4) Given the reactants [NH2:1][C:2]1[CH:3]=[N:4][N:5]([CH3:21])[C:6]=1[N:7]1[CH2:12][CH2:11][N:10]([C:13]([O:15][C:16]([CH3:19])([CH3:18])[CH3:17])=[O:14])[CH2:9][C@H:8]1[CH3:20].Cl[C:23]1N(C)N=CC=1[N+]([O-])=O.C([C@H]1NCCN(C(OC(C)(C)C)=O)C1)C, predict the reaction product. The product is: [NH2:1][C:2]1[CH:3]=[N:4][N:5]([CH3:21])[C:6]=1[N:7]1[CH2:12][CH2:11][N:10]([C:13]([O:15][C:16]([CH3:17])([CH3:19])[CH3:18])=[O:14])[CH2:9][C@H:8]1[CH2:20][CH3:23]. (5) Given the reactants [CH3:1][C:2]1[C:7]([C:8]2[CH:13]=[CH:12][C:11]([N+:14]([O-])=O)=[CH:10][CH:9]=2)=[CH:6][C:5]([C:17]([NH:19][C:20]2[CH:25]=[CH:24][CH:23]=[C:22]([C:26]([F:29])([F:28])[F:27])[CH:21]=2)=[O:18])=[CH:4][CH:3]=1.O1CCOCC1.O.[OH-].[NH4+].S(S([O-])=O)([O-])=O.[Na+].[Na+].NC1C=CC=CC=1, predict the reaction product. The product is: [NH2:14][C:11]1[CH:12]=[CH:13][C:8]([C:7]2[C:2]([CH3:1])=[CH:3][CH:4]=[C:5]([C:17]([NH:19][C:20]3[CH:25]=[CH:24][CH:23]=[C:22]([C:26]([F:27])([F:28])[F:29])[CH:21]=3)=[O:18])[CH:6]=2)=[CH:9][CH:10]=1. (6) Given the reactants [Cl-].[CH3:2][O:3][CH2:4][P+](C1C=CC=CC=1)(C1C=CC=CC=1)C1C=CC=CC=1.C[Si]([N-][Si](C)(C)C)(C)C.[Li+].[NH2:34][C:35]1[C:40]([C:41]([C:43]2[CH:44]=[N:45][C:46]([F:49])=[CH:47][CH:48]=2)=O)=[CH:39][C:38]([Br:50])=[CH:37][N:36]=1.C([Mg]Cl)(C)(C)C, predict the reaction product. The product is: [Br:50][C:38]1[CH:39]=[C:40]([C:41]([C:43]2[CH:44]=[N:45][C:46]([F:49])=[CH:47][CH:48]=2)=[CH:2][O:3][CH3:4])[C:35]([NH2:34])=[N:36][CH:37]=1. (7) Given the reactants [OH-].[Li+].OO.C[O:6][C:7](=[O:29])[C:8]([CH3:28])([C:10]1[CH:15]=[CH:14][C:13]([C:16]#[C:17][C:18]2[CH:23]=[CH:22][C:21]([O:24][CH2:25][CH2:26][CH3:27])=[CH:20][CH:19]=2)=[CH:12][CH:11]=1)[CH3:9].S([O-])(O)(=O)=O.[K+], predict the reaction product. The product is: [CH3:28][C:8]([C:10]1[CH:15]=[CH:14][C:13]([C:16]#[C:17][C:18]2[CH:19]=[CH:20][C:21]([O:24][CH2:25][CH2:26][CH3:27])=[CH:22][CH:23]=2)=[CH:12][CH:11]=1)([CH3:9])[C:7]([OH:29])=[O:6]. (8) The product is: [CH2:1]([O:8][C:9]1[CH:10]=[CH:11][C:12]2[N:13]([N:16]=[CH:17][C:18]=2[C:19]([O:21][CH3:22])=[O:20])[C:14]=1[CH2:23][N:24]([CH3:26])[CH3:25])[C:2]1[CH:7]=[CH:6][CH:5]=[CH:4][CH:3]=1. Given the reactants [CH2:1]([O:8][C:9]1[CH:10]=[CH:11][C:12]2[N:13]([N:16]=[CH:17][C:18]=2[C:19]([O:21][CH3:22])=[O:20])[C:14]=1Br)[C:2]1[CH:7]=[CH:6][CH:5]=[CH:4][CH:3]=1.[CH3:23][N:24]([CH2:26][B-](F)(F)F)[CH3:25].[K+].C(=O)([O-])[O-].[Cs+].[Cs+], predict the reaction product. (9) Given the reactants [Cl:1][C:2]1[CH:3]=[CH:4][C:5]([OH:25])=[C:6]([C:8]2[CH:13]=[CH:12][CH:11]=[CH:10][C:9]=2[C:14]2[N:19]=[C:18]([C:20]([O:22][CH2:23][CH3:24])=[O:21])[CH:17]=[CH:16][CH:15]=2)[CH:7]=1.C(=O)([O-])[O-].[K+].[K+].Br[CH2:33][CH:34]([CH2:37][CH3:38])[CH2:35][CH3:36], predict the reaction product. The product is: [Cl:1][C:2]1[CH:3]=[CH:4][C:5]([O:25][CH2:33][CH:34]([CH2:37][CH3:38])[CH2:35][CH3:36])=[C:6]([C:8]2[CH:13]=[CH:12][CH:11]=[CH:10][C:9]=2[C:14]2[N:19]=[C:18]([C:20]([O:22][CH2:23][CH3:24])=[O:21])[CH:17]=[CH:16][CH:15]=2)[CH:7]=1.